Dataset: Full USPTO retrosynthesis dataset with 1.9M reactions from patents (1976-2016). Task: Predict the reactants needed to synthesize the given product. (1) Given the product [CH:16]1([C@H:13]2[CH2:14][CH2:15][NH:8][C@@H:9]2[C:10]([OH:12])=[O:11])[CH2:17][CH2:18][CH2:19][CH2:20][CH2:21]1, predict the reactants needed to synthesize it. The reactants are: C([N:8]1[CH2:15][CH2:14][C@H:13]([CH:16]2[CH2:21][CH2:20][CH2:19][CH2:18][CH2:17]2)[C@H:9]1[C:10]([OH:12])=[O:11])(OC(C)(C)C)=O.C(O)(C(F)(F)F)=O. (2) Given the product [Br:7][C:8]1[C:17]([O:18][CH:19]2[CH2:24][CH2:23][N:22]([C:25]([O:27][C:28]([CH3:31])([CH3:30])[CH3:29])=[O:26])[CH2:21][CH2:20]2)=[C:16]2[C:11]([CH:12]=[N:13][C:14]([NH:33][C:34]3[CH:39]=[CH:38][C:37]([S:40](=[O:42])(=[O:41])[NH2:43])=[CH:36][CH:35]=3)=[N:15]2)=[CH:10][CH:9]=1, predict the reactants needed to synthesize it. The reactants are: CC([O-])(C)C.[K+].[Br:7][C:8]1[C:17]([O:18][CH:19]2[CH2:24][CH2:23][N:22]([C:25]([O:27][C:28]([CH3:31])([CH3:30])[CH3:29])=[O:26])[CH2:21][CH2:20]2)=[C:16]2[C:11]([CH:12]=[N:13][C:14](Cl)=[N:15]2)=[CH:10][CH:9]=1.[NH2:33][C:34]1[CH:39]=[CH:38][C:37]([S:40]([NH2:43])(=[O:42])=[O:41])=[CH:36][CH:35]=1.CC(O)=O. (3) Given the product [ClH:38].[ClH:40].[NH2:7][CH:8]([CH2:31][C:32]1[CH:33]=[CH:34][C:35]([Cl:38])=[CH:36][CH:37]=1)[C:9]([N:10]1[CH2:11][CH2:12][N:13]([C:16]2[C:17]3[S:24][C:23]([C:25]4[CH:29]=[CH:28][S:27][CH:26]=4)=[CH:22][C:18]=3[N:19]=[CH:20][N:21]=2)[CH2:14][CH2:15]1)=[O:30], predict the reactants needed to synthesize it. The reactants are: C(OC(=O)[NH:7][CH:8]([CH2:31][C:32]1[CH:37]=[CH:36][C:35]([Cl:38])=[CH:34][CH:33]=1)[C:9](=[O:30])[N:10]1[CH2:15][CH2:14][N:13]([C:16]2[C:17]3[S:24][C:23]([C:25]4[CH:29]=[CH:28][S:27][CH:26]=4)=[CH:22][C:18]=3[N:19]=[CH:20][N:21]=2)[CH2:12][CH2:11]1)(C)(C)C.[ClH:40]. (4) The reactants are: [CH2:1]([O:8][C:9](=[O:26])[NH:10][CH2:11][CH2:12][CH2:13][CH2:14][C:15]1[CH:20]=[CH:19][C:18]([O:21][CH2:22][CH:23]2[CH2:25][O:24]2)=[CH:17][CH:16]=1)[C:2]1[CH:7]=[CH:6][CH:5]=[CH:4][CH:3]=1.[NH3:27]. Given the product [CH2:1]([O:8][C:9](=[O:26])[NH:10][CH2:11][CH2:12][CH2:13][CH2:14][C:15]1[CH:20]=[CH:19][C:18]([O:21][CH2:22][CH:23]([OH:24])[CH2:25][NH2:27])=[CH:17][CH:16]=1)[C:2]1[CH:7]=[CH:6][CH:5]=[CH:4][CH:3]=1, predict the reactants needed to synthesize it. (5) Given the product [F:13][C:14]1[C:19]([C:23](=[O:24])[CH3:22])=[CH:18][CH:17]=[C:16]([F:20])[N:15]=1, predict the reactants needed to synthesize it. The reactants are: C(NC(C)C)(C)C.[Li]CCCC.[F:13][C:14]1[CH:19]=[CH:18][CH:17]=[C:16]([F:20])[N:15]=1.C1C[O:24][CH2:23][CH2:22]1. (6) Given the product [C:21]([OH:26])(=[O:25])[C:22]([OH:24])=[O:23].[C:21]([OH:26])(=[O:25])[C:22]([OH:24])=[O:23].[S:1]1[C:5]2[CH:6]=[CH:7][C:8]([CH2:10][CH2:11][O:12][CH2:13][CH2:14][N:15]3[CH2:19][CH2:18][CH:17]([NH2:20])[CH2:16]3)=[CH:9][C:4]=2[CH:3]=[CH:2]1, predict the reactants needed to synthesize it. The reactants are: [S:1]1[C:5]2[CH:6]=[CH:7][C:8]([CH2:10][CH2:11][O:12][CH2:13][CH2:14][N:15]3[CH2:19][CH2:18][CH:17]([NH2:20])[CH2:16]3)=[CH:9][C:4]=2[CH:3]=[CH:2]1.[C:21]([OH:26])(=[O:25])[C:22]([OH:24])=[O:23]. (7) Given the product [CH:2]1([CH2:1][O:3][C:4]([C:6]2[C:7]([CH3:30])=[C:8]3[C:13](=[CH:14][C:15]=2[CH3:16])[N:12]=[C:11]([CH3:17])[N:10]([C:18]2[CH:23]=[CH:22][CH:21]=[CH:20][C:19]=2[S:24](=[O:28])(=[O:27])[NH:25][CH3:26])[C:9]3=[O:29])=[O:5])[CH2:36][CH2:35][CH2:34]1, predict the reactants needed to synthesize it. The reactants are: [CH2:1]([O:3][C:4]([C:6]1[C:7]([CH3:30])=[C:8]2[C:13](=[CH:14][C:15]=1[CH3:16])[N:12]=[C:11]([CH3:17])[N:10]([C:18]1[CH:23]=[CH:22][CH:21]=[CH:20][C:19]=1[S:24](=[O:28])(=[O:27])[NH:25][CH3:26])[C:9]2=[O:29])=[O:5])[CH3:2].C(O[C:34](=O)[C:35]1C(C)=CC(NC(=O)C)=C(C(O)=O)[C:36]=1C)C.NC1C=CC=CC=1S(NC)(=O)=O.P(Cl)(Cl)Cl. (8) Given the product [CH3:1][N:2]1[CH2:7][CH2:6][N:5]([CH2:8][C:9]2[CH:10]=[CH:11][C:12]([NH:15][C:16]3[N:21]=[C:20]([C:22]4[C:23]([C:27]5[CH:32]=[CH:31][C:30]([CH3:33])=[CH:29][CH:28]=5)=[N:24][N:25]([CH3:34])[CH:26]=4)[CH:19]=[CH:18][N:17]=3)=[CH:13][CH:14]=2)[CH2:4][CH2:3]1, predict the reactants needed to synthesize it. The reactants are: [CH3:1][N:2]1[CH2:7][CH2:6][N:5]([CH2:8][C:9]2[CH:14]=[CH:13][C:12]([NH:15][C:16]3[N:21]=[C:20]([C:22]4[C:23]([C:27]5[CH:32]=[CH:31][C:30]([CH3:33])=[CH:29][CH:28]=5)=[N:24][NH:25][CH:26]=4)[CH:19]=[CH:18][N:17]=3)=[CH:11][CH:10]=2)[CH2:4][CH2:3]1.[CH3:34]O. (9) Given the product [Cl:26][C:27]1[C:36]2[O:35][CH2:34][CH2:33][CH2:32][C:31]=2[C:30]([CH3:37])=[C:29]([C:38]2[C:39]([C:49]3[S:50][CH:51]=[CH:52][CH:53]=3)=[N:40][N:41]([CH3:48])[C:42]=2[CH:43]([OH:47])[C:44]([O:46][CH3:2])=[O:45])[CH:28]=1, predict the reactants needed to synthesize it. The reactants are: Cl[C:2]1C2OCCCC=2C(C)=C(C2C(C3SC=CC=3)=NN(C)C=2C=O)C=1.[Cl:26][C:27]1[C:36]2[O:35][CH2:34][CH2:33][CH2:32][C:31]=2[C:30]([CH3:37])=[C:29]([C:38]2[C:39]([C:49]3[S:50][CH:51]=[CH:52][CH:53]=3)=[N:40][N:41]([CH3:48])[C:42]=2[CH:43]([OH:47])[C:44]([O-:46])=[O:45])[CH:28]=1.